The task is: Predict the reactants needed to synthesize the given product.. This data is from Full USPTO retrosynthesis dataset with 1.9M reactions from patents (1976-2016). (1) Given the product [C:38]([O:37][C:36](=[O:42])[NH:35][CH2:34][CH2:33][NH:32][C:28]([C:27]1[CH:26]=[N:25][CH:24]=[C:23]([C:20]2[S:19][C:18]([NH:17][C:12]3[C:11]([Cl:10])=[CH:16][CH:15]=[CH:14][N:13]=3)=[N:22][CH:21]=2)[CH:31]=1)=[O:30])([CH3:41])([CH3:39])[CH3:40], predict the reactants needed to synthesize it. The reactants are: C(N(C(C)C)CC)(C)C.[Cl:10][C:11]1[C:12]([NH:17][C:18]2[S:19][C:20]([C:23]3[CH:24]=[N:25][CH:26]=[C:27]([CH:31]=3)[C:28]([OH:30])=O)=[CH:21][N:22]=2)=[N:13][CH:14]=[CH:15][CH:16]=1.[NH2:32][CH2:33][CH2:34][NH:35][C:36](=[O:42])[O:37][C:38]([CH3:41])([CH3:40])[CH3:39]. (2) Given the product [CH2:1]([O:4][C:5](=[O:15])[C:6](=[N+:29]=[N-:30])[C:7]1[CH:12]=[CH:11][C:10]([F:13])=[C:9]([F:14])[CH:8]=1)[CH:2]=[CH2:3], predict the reactants needed to synthesize it. The reactants are: [CH2:1]([O:4][C:5](=[O:15])[CH2:6][C:7]1[CH:12]=[CH:11][C:10]([F:13])=[C:9]([F:14])[CH:8]=1)[CH:2]=[CH2:3].C(NC1C=CC(S([N:29]=[N+:30]=[N-])(=O)=O)=CC=1)(=O)C.N12CCCN=C1CCCCC2.[Cl-].[NH4+]. (3) Given the product [CH3:35][C:10]1([CH3:36])[CH:9]([C:37]2[CH:42]=[CH:41][C:40]([CH3:43])=[CH:39][CH:38]=2)[C:13]2[C:14]([CH3:34])=[C:15]([N:20]3[CH2:21][CH2:22][N:23]([C:26]4[CH:27]=[CH:28][C:29]([O:32][CH3:33])=[CH:30][CH:31]=4)[CH2:24][CH2:25]3)[C:16]([CH3:19])=[C:17]([CH3:18])[C:12]=2[O:11]1, predict the reactants needed to synthesize it. The reactants are: FC(F)(F)C(O)=O.O[C:9]1([C:37]2[CH:42]=[CH:41][C:40]([CH3:43])=[CH:39][CH:38]=2)[C:13]2[C:14]([CH3:34])=[C:15]([N:20]3[CH2:25][CH2:24][N:23]([C:26]4[CH:31]=[CH:30][C:29]([O:32][CH3:33])=[CH:28][CH:27]=4)[CH2:22][CH2:21]3)[C:16]([CH3:19])=[C:17]([CH3:18])[C:12]=2[O:11][C:10]1([CH3:36])[CH3:35].C([SiH](CC)CC)C. (4) Given the product [S:1]1[C:5]2[CH:6]=[CH:7][CH:8]=[CH:9][C:4]=2[N:3]=[C:2]1[CH2:10][N:11]1[C:16](=[O:17])[C:15]([C:18]([NH:35][CH2:46][C:44]([OH:43])=[O:45])=[O:19])=[C:14]([OH:23])[C:13]([CH:24]([CH3:26])[CH3:25])=[N:12]1, predict the reactants needed to synthesize it. The reactants are: [S:1]1[C:5]2[CH:6]=[CH:7][CH:8]=[CH:9][C:4]=2[N:3]=[C:2]1[CH2:10][N:11]1[C:16](=[O:17])[C:15]([C:18](OCC)=[O:19])=[C:14]([OH:23])[C:13]([CH:24]([CH3:26])[CH3:25])=[N:12]1.[H-].[Na+].BrCC1SC2C=CC=CC=2[N:35]=1.Cl.CC[O:43][C:44]([CH3:46])=[O:45]. (5) The reactants are: [N+:1]([C:4]1[CH:5]=[C:6]([S:11](Cl)(=[O:13])=[O:12])[CH:7]=[CH:8][C:9]=1[Cl:10])([O-])=O.[Cl-].[Al+3].[Cl-].[Cl-].[Sn](Cl)Cl. Given the product [Cl:10][C:9]1[CH:8]=[CH:7][C:6]([S:11]([C:4]2[CH:5]=[CH:6][CH:7]=[CH:8][CH:9]=2)(=[O:13])=[O:12])=[CH:5][C:4]=1[NH2:1], predict the reactants needed to synthesize it. (6) Given the product [C:28]1([C:25]2[CH:26]=[C:27]3[C:22](=[C:23]([C:34]([NH2:36])=[O:35])[CH:24]=2)[NH:21][CH:20]=[C:19]3[CH:16]2[CH2:17][CH2:18][N:13]([S:10]([CH2:9][CH2:8][CH2:7][N:37]3[CH2:42][CH2:41][CH2:40][CH2:39][CH2:38]3)(=[O:12])=[O:11])[CH2:14][CH2:15]2)[CH:33]=[CH:32][CH:31]=[CH:30][CH:29]=1, predict the reactants needed to synthesize it. The reactants are: NS(N)(=O)=O.Cl[CH2:7][CH2:8][CH2:9][S:10]([N:13]1[CH2:18][CH2:17][CH:16]([C:19]2[C:27]3[C:22](=[C:23]([C:34]([NH2:36])=[O:35])[CH:24]=[C:25]([C:28]4[CH:33]=[CH:32][CH:31]=[CH:30][CH:29]=4)[CH:26]=3)[NH:21][CH:20]=2)[CH2:15][CH2:14]1)(=[O:12])=[O:11].[NH:37]1[CH2:42][CH2:41][CH2:40][CH2:39][CH2:38]1.C([O-])([O-])=O.[K+].[K+].[Na+].[I-]. (7) Given the product [Cl:26][C:3]1[C:5]2[C:6](=[CH:7][CH:8]=[CH:9][CH:10]=2)[CH:11]=[C:1]([C:20]2[CH:21]=[C:14]([O:13][CH3:12])[CH:15]=[CH:18][C:19]=2[O:22][CH3:23])[N:2]=1, predict the reactants needed to synthesize it. The reactants are: [CH3:1][NH:2][C:3]([C:5]1[C:6]([CH3:11])=[CH:7][CH:8]=[CH:9][CH:10]=1)=O.[CH3:12][O:13][C:14]1[CH:21]=[CH:20][C:19]([O:22][CH3:23])=[CH:18][C:15]=1C#N.P(Cl)(Cl)([Cl:26])=O.